Task: Predict the reaction yield, written as a fraction of the theoretical maximum amount of product (1.0 means a 100% yield; for example, 0.34 means a 34% yield).. Dataset: Reaction yield outcomes from USPTO patents with 853,638 reactions (1) The reactants are [F:1][C:2]1[C:7]2[CH2:8][C:9]([CH:21]3[CH2:26][CH2:25][N:24]([CH:27]([CH3:31])[CH2:28][CH2:29][NH2:30])[CH2:23][CH2:22]3)([C:11]3[CH:16]=[CH:15][C:14]([C:17]([F:20])([F:19])[F:18])=[CH:13][CH:12]=3)[O:10][C:6]=2[CH:5]=[CH:4][CH:3]=1.[CH3:32][C:33]1[C:38]([C:39](O)=[O:40])=[C:37]([CH3:42])[N:36]=[CH:35][N:34]=1. No catalyst specified. The product is [F:1][C:2]1[C:7]2[CH2:8][C:9]([CH:21]3[CH2:26][CH2:25][N:24]([CH:27]([CH3:31])[CH2:28][CH2:29][NH:30][C:39]([C:38]4[C:33]([CH3:32])=[N:34][CH:35]=[N:36][C:37]=4[CH3:42])=[O:40])[CH2:23][CH2:22]3)([C:11]3[CH:12]=[CH:13][C:14]([C:17]([F:20])([F:18])[F:19])=[CH:15][CH:16]=3)[O:10][C:6]=2[CH:5]=[CH:4][CH:3]=1. The yield is 0.410. (2) The reactants are C(O[C:4](=O)[CH2:5][C:6]([C@@H:8]1[CH2:12][CH2:11][CH2:10][N:9]1[C:13]([O:15]C(C)(C)C)=O)=O)C.[NH2:21]/[C:22](/[CH2:29][CH2:30][C:31]1[CH:36]=[CH:35][C:34]([F:37])=[CH:33][CH:32]=1)=[CH:23]\[C:24]([O:26][CH2:27][CH3:28])=[O:25].[Br:38][C:39]1[CH:40]=[C:41](C=O)[S:42][CH:43]=1.N1CCCCC1.O=[N+]([O-])[O-].[O-][N+](=O)[O-].[O-][N+](=O)[O-].[O-][N+](=O)[O-].[O-][N+](=O)[O-].[O-][N+](=O)[O-].[Ce+4].[NH4+].[NH4+].CCN(CC)CC. The catalyst is C1(C)C=CC=CC=1.C(Cl)Cl.O. The yield is 0.170. The product is [Br:38][C:39]1[CH:40]=[C:41]([C:4]2[C:5]3[C:13](=[O:15])[N:9]4[C@H:8]([C:6]=3[N:21]=[C:22]([CH2:29][CH2:30][C:31]3[CH:32]=[CH:33][C:34]([F:37])=[CH:35][CH:36]=3)[C:23]=2[C:24]([O:26][CH2:27][CH3:28])=[O:25])[CH2:12][CH2:11][CH2:10]4)[S:42][CH:43]=1.